Dataset: Reaction yield outcomes from USPTO patents with 853,638 reactions. Task: Predict the reaction yield, written as a fraction of the theoretical maximum amount of product (1.0 means a 100% yield; for example, 0.34 means a 34% yield). (1) The reactants are [CH3:1][N:2]1[C:6]([C:7]2(O)[CH2:12][CH2:11][CH2:10][CH2:9][CH2:8]2)=[CH:5][CH:4]=[N:3]1.O.C1(C)C=CC(S(O)(=O)=O)=CC=1. The catalyst is C1(C)C=CC=CC=1. The product is [C:7]1([C:6]2[N:2]([CH3:1])[N:3]=[CH:4][CH:5]=2)[CH2:12][CH2:11][CH2:10][CH2:9][CH:8]=1. The yield is 0.870. (2) The reactants are C(OC(OCC)[N:5]1[CH:9]=[CH:8][N:7]=[CH:6]1)C.C([Li])CCC.CON(C)[C:21]([CH:23]1[C:32]2[C:27](=[CH:28][CH:29]=[CH:30][CH:31]=2)[N:26]([S:33]([C:36]2[CH:41]=[CH:40][C:39]([CH3:42])=[CH:38][CH:37]=2)(=[O:35])=[O:34])[CH2:25][CH2:24]1)=[O:22]. The product is [NH:7]1[CH:8]=[CH:9][N:5]=[C:6]1[C:21]([CH:23]1[C:32]2[C:27](=[CH:28][CH:29]=[CH:30][CH:31]=2)[N:26]([S:33]([C:36]2[CH:37]=[CH:38][C:39]([CH3:42])=[CH:40][CH:41]=2)(=[O:35])=[O:34])[CH2:25][CH2:24]1)=[O:22]. The catalyst is O1CCCC1.CCCCCC. The yield is 0.520. (3) The reactants are [CH3:1][O:2][C:3]1[N:8]=[CH:7][C:6]([OH:9])=[CH:5][CH:4]=1.C([Mg]Cl)(C)C.[F:15][C:16]1[CH:17]=[C:18]2[C:22](=[CH:23][CH:24]=1)[N:21]([CH2:25][C:26]1[O:27][C:28]([C:31]([F:34])([F:33])[F:32])=[CH:29][CH:30]=1)[C:20](=[O:35])[C:19]2=O.[O:37]1CCC[CH2:38]1. No catalyst specified. The product is [F:15][C:16]1[CH:17]=[C:18]2[C:22](=[CH:23][CH:24]=1)[N:21]([CH2:25][C:26]1[O:27][C:28]([C:31]([F:32])([F:34])[F:33])=[CH:29][CH:30]=1)[C:20](=[O:35])[C:19]2([C:7]1[C:6]([OH:9])=[CH:5][CH:4]=[C:3]([O:2][CH3:1])[N:8]=1)[CH2:38][OH:37]. The yield is 0.840. (4) The reactants are [Cl:1][C:2]1[CH:7]=[CH:6][CH:5]=[CH:4][C:3]=1[CH2:8][N:9]1[C:13]([CH2:14]O)=[CH:12][N:11]=[C:10]1[S:16][CH2:17][CH2:18][CH3:19].S(Cl)([Cl:22])=O. No catalyst specified. The product is [ClH:1].[Cl:1][C:2]1[CH:7]=[CH:6][CH:5]=[CH:4][C:3]=1[CH2:8][N:9]1[C:13]([CH2:14][Cl:22])=[CH:12][N:11]=[C:10]1[S:16][CH2:17][CH2:18][CH3:19]. The yield is 0.940. (5) The reactants are [NH2:1][C:2]1[C:7]([NH2:8])=[C:6]([NH:9][C@@H:10]2[C@@H:15]3[CH2:16][C@@H:12]([CH:13]=[CH:14]3)[C@@H:11]2[C:17]([NH2:19])=[O:18])[C:5]([Cl:20])=[CH:4][N:3]=1.[CH:21]([C:23]1[CH:33]=[CH:32][C:26]([O:27][CH2:28][C:29]([OH:31])=[O:30])=[CH:25][CH:24]=1)=O. No catalyst specified. The product is [C:17]([C@H:11]1[C@H:12]2[CH2:16][C@H:15]([CH:14]=[CH:13]2)[C@H:10]1[NH:9][C:6]1[C:5]([Cl:20])=[CH:4][N:3]=[C:2]2[NH:1][C:21]([C:23]3[CH:33]=[CH:32][C:26]([O:27][CH2:28][C:29]([OH:31])=[O:30])=[CH:25][CH:24]=3)=[N:8][C:7]=12)(=[O:18])[NH2:19]. The yield is 0.290. (6) The reactants are [CH:1]#[C:2][CH2:3][NH:4][C@H:5]1[C:9]2[CH:10]=[CH:11][CH:12]=[CH:13][C:8]=2[CH2:7][CH2:6]1.[CH3:14][S:15]([OH:18])(=[O:17])=[O:16]. No catalyst specified. The product is [CH3:14][S:15]([OH:18])(=[O:17])=[O:16].[CH:1]#[C:2][CH2:3][NH:4][C@H:5]1[C:9]2[CH:10]=[CH:11][CH:12]=[CH:13][C:8]=2[CH2:7][CH2:6]1. The yield is 0.974. (7) The reactants are C([O:8][C:9](=[O:31])[CH:10]([C:21]1[CH:26]=[CH:25][C:24]([C:27]([CH3:30])([CH3:29])[CH3:28])=[CH:23][CH:22]=1)[CH2:11][C:12]1[CH:17]=[CH:16][C:15]([N+:18]([O-:20])=[O:19])=[CH:14][CH:13]=1)C1C=CC=CC=1.[OH-].[Na+].Cl. The catalyst is O1CCCC1.CO.O. The product is [C:27]([C:24]1[CH:23]=[CH:22][C:21]([CH:10]([CH2:11][C:12]2[CH:17]=[CH:16][C:15]([N+:18]([O-:20])=[O:19])=[CH:14][CH:13]=2)[C:9]([OH:31])=[O:8])=[CH:26][CH:25]=1)([CH3:30])([CH3:28])[CH3:29]. The yield is 1.00. (8) The reactants are [Br:1][C:2]1[CH:7]=[CH:6][N:5]2[N:8]=[C:9]([C:17]3[CH:22]=[CH:21][C:20]([O:23][CH3:24])=[CH:19][CH:18]=3)[C:10]([C:11]3[NH:15][C:14](=[O:16])[O:13][N:12]=3)=[C:4]2[CH:3]=1.Br[CH2:26][CH2:27][Cl:28].N12CCCN=C1CCCCC2. The catalyst is CN(C)C(=O)C. The product is [Br:1][C:2]1[CH:7]=[CH:6][N:5]2[N:8]=[C:9]([C:17]3[CH:22]=[CH:21][C:20]([O:23][CH3:24])=[CH:19][CH:18]=3)[C:10]([C:11]3[N:15]([CH2:26][CH2:27][Cl:28])[C:14](=[O:16])[O:13][N:12]=3)=[C:4]2[CH:3]=1. The yield is 0.190. (9) The catalyst is CN(C)C=O. The yield is 0.200. The reactants are [H-].[Na+].[CH3:3][S:4]([NH2:7])(=[O:6])=[O:5].[CH2:8]([C@@H:15]1[CH2:19][O:18][C:17](=[O:20])[N:16]1[C:21]1[CH:22]=[C:23]([CH:27]2[C:36]([CH3:38])([CH3:37])[CH2:35][C:34]3[C:29](=[CH:30][CH:31]=[C:32]([C:39](O)=[O:40])[CH:33]=3)[NH:28]2)[CH:24]=[CH:25][CH:26]=1)[C:9]1[CH:14]=[CH:13][CH:12]=[CH:11][CH:10]=1.C(N1C=CN=C1)(N1C=CN=C1)=O. The product is [CH2:8]([C@@H:15]1[CH2:19][O:18][C:17](=[O:20])[N:16]1[C:21]1[CH:22]=[C:23]([CH:27]2[C:36]([CH3:38])([CH3:37])[CH2:35][C:34]3[C:29](=[CH:30][CH:31]=[C:32]([C:39]([NH:7][S:4]([CH3:3])(=[O:6])=[O:5])=[O:40])[CH:33]=3)[NH:28]2)[CH:24]=[CH:25][CH:26]=1)[C:9]1[CH:14]=[CH:13][CH:12]=[CH:11][CH:10]=1.